This data is from Forward reaction prediction with 1.9M reactions from USPTO patents (1976-2016). The task is: Predict the product of the given reaction. Given the reactants [Cl:1][C:2]1[CH:18]=[CH:17][C:5]([CH2:6][N:7]2[C:12]([S:13][CH3:14])=[N:11][C:10](=[O:15])[NH:9][C:8]2=[O:16])=[CH:4][CH:3]=1.C1COCC1.C1CCN2C(=NCCC2)CC1.Br[CH2:36][C:37]([O:39][CH3:40])=[O:38], predict the reaction product. The product is: [Cl:1][C:2]1[CH:3]=[CH:4][C:5]([CH2:6][N:7]2[C:12]([S:13][CH3:14])=[N:11][C:10](=[O:15])[N:9]([CH2:36][C:37]([O:39][CH3:40])=[O:38])[C:8]2=[O:16])=[CH:17][CH:18]=1.